This data is from Forward reaction prediction with 1.9M reactions from USPTO patents (1976-2016). The task is: Predict the product of the given reaction. Given the reactants Cl[C:2]1[N:3]=[N:4][C:5]([C:8]2[O:12][N:11]=[C:10]([CH3:13])[N:9]=2)=[CH:6][CH:7]=1.Cl.[NH:15]1[CH2:20][CH2:19][C:18]2([C:24](=[O:25])[C:23]3[CH:26]=[CH:27][CH:28]=[CH:29][C:22]=3[O:21]2)[CH2:17][CH2:16]1.C(=O)([O-])[O-].[K+].[K+], predict the reaction product. The product is: [CH3:13][C:10]1[N:9]=[C:8]([C:5]2[N:4]=[N:3][C:2]([N:15]3[CH2:20][CH2:19][C:18]4([C:24](=[O:25])[C:23]5[CH:26]=[CH:27][CH:28]=[CH:29][C:22]=5[O:21]4)[CH2:17][CH2:16]3)=[CH:7][CH:6]=2)[O:12][N:11]=1.